From a dataset of Full USPTO retrosynthesis dataset with 1.9M reactions from patents (1976-2016). Predict the reactants needed to synthesize the given product. Given the product [Cl:18][C:19]1[CH:24]=[CH:23][C:22]([Cl:25])=[CH:21][C:20]=1[C:2]1[N:6]2[C:7]3[C:12]([N:13]=[C:14]([CH3:15])[C:5]2=[C:4]([CH3:17])[N:3]=1)=[CH:11][CH:10]=[C:9]([F:16])[CH:8]=3, predict the reactants needed to synthesize it. The reactants are: Br[C:2]1[N:6]2[C:7]3[C:12]([N:13]=[C:14]([CH3:15])[C:5]2=[C:4]([CH3:17])[N:3]=1)=[CH:11][CH:10]=[C:9]([F:16])[CH:8]=3.[Cl:18][C:19]1[CH:24]=[CH:23][C:22]([Cl:25])=[CH:21][C:20]=1B(O)O.C([O-])([O-])=O.[K+].[K+].